From a dataset of Catalyst prediction with 721,799 reactions and 888 catalyst types from USPTO. Predict which catalyst facilitates the given reaction. (1) Reactant: [Br:1][C:2]1[CH:3]=[C:4]([F:14])[C:5]([F:13])=[C:6]2[C:11]=1[O:10][CH2:9][CH2:8][C:7]2=O.Cl.[NH2:16][OH:17].C([O-])(=O)C.[Na+]. Product: [Br:1][C:2]1[CH:3]=[C:4]([F:14])[C:5]([F:13])=[C:6]2[C:11]=1[O:10][CH2:9][CH2:8][C:7]2=[N:16][OH:17]. The catalyst class is: 653. (2) Reactant: C([O:3][C:4](=[O:37])[C:5]([CH3:36])([O:7][C:8]1[CH:13]=[CH:12][C:11]([O:14][CH2:15][CH2:16][C:17]2[N:18]=[C:19]([C:23]3[CH:28]=[CH:27][C:26]([O:29][C:30]4[CH:35]=[CH:34][CH:33]=[CH:32][CH:31]=4)=[CH:25][CH:24]=3)[O:20][C:21]=2[CH3:22])=[CH:10][CH:9]=1)[CH3:6])C.[OH-].[Na+]. Product: [CH3:36][C:5]([O:7][C:8]1[CH:9]=[CH:10][C:11]([O:14][CH2:15][CH2:16][C:17]2[N:18]=[C:19]([C:23]3[CH:24]=[CH:25][C:26]([O:29][C:30]4[CH:35]=[CH:34][CH:33]=[CH:32][CH:31]=4)=[CH:27][CH:28]=3)[O:20][C:21]=2[CH3:22])=[CH:12][CH:13]=1)([CH3:6])[C:4]([OH:37])=[O:3]. The catalyst class is: 14. (3) Reactant: [CH2:1]([N:8]1[CH2:13][CH2:12][CH:11]([C:14]([C:16]2[CH:21]=[CH:20][C:19]([C:22]([F:25])([F:24])[F:23])=[CH:18][C:17]=2F)=O)[CH2:10][CH2:9]1)[C:2]1[CH:7]=[CH:6][CH:5]=[CH:4][CH:3]=1.[C:27]([O:31][CH3:32])(=[O:30])[CH2:28][SH:29].CN(C=O)C.C([O-])([O-])=O.[K+].[K+]. Product: [CH3:32][O:31][C:27]([C:28]1[S:29][C:17]2[CH:18]=[C:19]([C:22]([F:25])([F:24])[F:23])[CH:20]=[CH:21][C:16]=2[C:14]=1[CH:11]1[CH2:12][CH2:13][N:8]([CH2:1][C:2]2[CH:7]=[CH:6][CH:5]=[CH:4][CH:3]=2)[CH2:9][CH2:10]1)=[O:30]. The catalyst class is: 13. (4) Reactant: [OH:1][C:2]1[CH:10]=[CH:9][C:8]2[N:7]3[CH2:11][CH2:12][CH:13]([CH2:14][C:15]([O:17][C:18]([CH3:21])([CH3:20])[CH3:19])=[O:16])[C:6]3=[CH:5][C:4]=2[CH:3]=1.C(=O)([O-])[O-].[Cs+].[Cs+].Cl[CH2:29][C:30]1[CH:35]=[CH:34][C:33]([O:36][CH2:37][CH3:38])=[C:32]([O:39][CH2:40][CH3:41])[CH:31]=1. Product: [CH2:40]([O:39][C:32]1[CH:31]=[C:30]([CH:35]=[CH:34][C:33]=1[O:36][CH2:37][CH3:38])[CH2:29][O:1][C:2]1[CH:10]=[CH:9][C:8]2[N:7]3[CH2:11][CH2:12][CH:13]([CH2:14][C:15]([O:17][C:18]([CH3:21])([CH3:20])[CH3:19])=[O:16])[C:6]3=[CH:5][C:4]=2[CH:3]=1)[CH3:41]. The catalyst class is: 44. (5) Reactant: [H-].[H-].[H-].[H-].[Al+3].[Li+].[CH2:7]([C@@H:9]([C:17]1[CH:22]=[CH:21][CH:20]=[C:19]([O:23][CH3:24])[CH:18]=1)[C@@H:10]([CH3:16])[C:11]([N:13]([CH3:15])[CH3:14])=O)[CH3:8]. Product: [CH2:7]([C@@H:9]([C:17]1[CH:22]=[CH:21][CH:20]=[C:19]([O:23][CH3:24])[CH:18]=1)[C@@H:10]([CH3:16])[CH2:11][N:13]([CH3:15])[CH3:14])[CH3:8]. The catalyst class is: 7.